Task: Predict which catalyst facilitates the given reaction.. Dataset: Catalyst prediction with 721,799 reactions and 888 catalyst types from USPTO (1) Reactant: Cl[CH2:2][CH2:3][CH:4]1[CH2:12][CH2:11][CH2:10][C:9]2[N:8]([CH3:13])[CH:7]=[CH:6][C:5]1=2.[CH3:14][NH:15][CH2:16][C:17]1[CH:22]=[CH:21][CH:20]=[CH:19][CH:18]=1.C([O-])([O-])=O.[K+].[K+].[Na+].[I-]. Product: [CH2:16]([N:15]([CH3:14])[CH2:2][CH2:3][CH:4]1[CH2:12][CH2:11][CH2:10][C:9]2[N:8]([CH3:13])[CH:7]=[CH:6][C:5]1=2)[C:17]1[CH:22]=[CH:21][CH:20]=[CH:19][CH:18]=1. The catalyst class is: 3. (2) Reactant: [Cl:1][C:2]1[CH:21]=[C:20]([F:22])[CH:19]=[CH:18][C:3]=1[CH2:4][N:5]1[C:9]([CH2:10][CH2:11][CH2:12][OH:13])=[CH:8][C:7]([O:14][CH:15]([CH3:17])[CH3:16])=[N:6]1.O[C:24]1[C:29]([CH2:30][C:31]([O:33][CH3:34])=[O:32])=[CH:28][CH:27]=[CH:26][N:25]=1.C(P(CCCC)CCCC)CCC.N(C(N1CCCCC1)=O)=NC(N1CCCCC1)=O. Product: [Cl:1][C:2]1[CH:21]=[C:20]([F:22])[CH:19]=[CH:18][C:3]=1[CH2:4][N:5]1[C:9]([CH2:10][CH2:11][CH2:12][O:13][C:24]2[C:29]([CH2:30][C:31]([O:33][CH3:34])=[O:32])=[CH:28][CH:27]=[CH:26][N:25]=2)=[CH:8][C:7]([O:14][CH:15]([CH3:17])[CH3:16])=[N:6]1. The catalyst class is: 7. (3) Reactant: [Cl:1][C:2]1[N:7]=[C:6]([OH:8])[CH:5]=[C:4]([Cl:9])[N:3]=1.C([O-])([O-])=O.[K+].[K+].I[CH2:17][CH3:18]. Product: [Cl:1][C:2]1[N:7]([CH2:17][CH3:18])[C:6](=[O:8])[CH:5]=[C:4]([Cl:9])[N:3]=1. The catalyst class is: 499. (4) Reactant: [F:1][C:2]1[CH:3]=[C:4]([CH:6]=[CH:7][C:8]=1[F:9])[NH2:5].[N:10]([O-])=O.[Na+].[Sn](Cl)Cl. Product: [F:1][C:2]1[CH:3]=[C:4]([NH:5][NH2:10])[CH:6]=[CH:7][C:8]=1[F:9]. The catalyst class is: 126.